Dataset: Full USPTO retrosynthesis dataset with 1.9M reactions from patents (1976-2016). Task: Predict the reactants needed to synthesize the given product. (1) Given the product [CH3:1][C:2]1[CH:3]=[N:4][C:5]([C:12]2[N:13]=[CH:14][CH:15]=[CH:16][N:17]=2)=[C:6]([CH:11]=1)[C:7]([OH:9])=[O:8], predict the reactants needed to synthesize it. The reactants are: [CH3:1][C:2]1[CH:3]=[N:4][C:5]([C:12]2[N:17]=[CH:16][CH:15]=[CH:14][N:13]=2)=[C:6]([CH:11]=1)[C:7]([O:9]C)=[O:8].[OH-].[Na+]. (2) Given the product [Cl:1][C:2]1[CH:10]=[CH:9][C:8]([C:11]2[C:12]([C@@H:23]([NH:33][C:34](=[O:50])[CH2:35][N:36]3[C:40]4[C:41]([F:46])([F:45])[C@@H:42]5[CH2:44][C@@H:43]5[C:39]=4[C:38]([CH:47]([F:49])[F:48])=[N:37]3)[CH2:24][C:25]3[CH:30]=[C:29]([F:31])[CH:28]=[C:27]([F:32])[CH:26]=3)=[N:13][C:14]([C:17]#[C:18][C:19]([OH:22])([CH3:21])[CH3:20])=[CH:15][CH:16]=2)=[C:7]2[C:3]=1[C:4]([NH:52][S:53](=[O:55])(=[O:56])[NH:54][CH3:57])=[N:5][N:6]2[CH3:51], predict the reactants needed to synthesize it. The reactants are: [Cl:1][C:2]1[CH:10]=[CH:9][C:8]([C:11]2[C:12]([C@@H:23]([NH:33][C:34](=[O:50])[CH2:35][N:36]3[C:40]4[C:41]([F:46])([F:45])[C@@H:42]5[CH2:44][C@@H:43]5[C:39]=4[C:38]([CH:47]([F:49])[F:48])=[N:37]3)[CH2:24][C:25]3[CH:30]=[C:29]([F:31])[CH:28]=[C:27]([F:32])[CH:26]=3)=[N:13][C:14]([C:17]#[C:18][C:19]([OH:22])([CH3:21])[CH3:20])=[CH:15][CH:16]=2)=[C:7]2[C:3]=1[C:4]([NH:52][S:53](=[O:56])(=[O:55])[NH2:54])=[N:5][N:6]2[CH3:51].[CH3:57]NS(Cl)(=O)=O. (3) The reactants are: [C:1]([C:3]1[CH:4]=[CH:5][C:6]([O:12][CH:13]([CH3:15])[CH3:14])=[C:7]([CH:11]=1)[C:8]([OH:10])=O)#[N:2].FC(F)(F)C(O)=O.[F:23][C:24]([F:37])([F:36])[C:25]1[S:29][C:28]([N:30]2[CH2:35][CH2:34][NH:33][CH2:32][CH2:31]2)=[N:27][N:26]=1. Given the product [CH:13]([O:12][C:6]1[CH:5]=[CH:4][C:3]([C:1]#[N:2])=[CH:11][C:7]=1[C:8]([N:33]1[CH2:32][CH2:31][N:30]([C:28]2[S:29][C:25]([C:24]([F:36])([F:23])[F:37])=[N:26][N:27]=2)[CH2:35][CH2:34]1)=[O:10])([CH3:15])[CH3:14], predict the reactants needed to synthesize it. (4) Given the product [NH2:24][C@@H:16]([CH2:17][C:18]1[CH:23]=[CH:22][CH:21]=[CH:20][CH:19]=1)[C:15]([NH:14][C:12]1[N:11]([CH3:33])[N:10]=[C:9]([C:7]2[CH:6]=[CH:5][N:4]=[C:3]([O:2][CH3:1])[CH:8]=2)[CH:13]=1)=[O:32], predict the reactants needed to synthesize it. The reactants are: [CH3:1][O:2][C:3]1[CH:8]=[C:7]([C:9]2[CH:13]=[C:12]([NH:14][C:15](=[O:32])[C@@H:16]([NH:24]C(=O)OC(C)(C)C)[CH2:17][C:18]3[CH:23]=[CH:22][CH:21]=[CH:20][CH:19]=3)[N:11]([CH3:33])[N:10]=2)[CH:6]=[CH:5][N:4]=1.FC(F)(F)C(O)=O. (5) Given the product [CH2:1]([C@@:5]12[C@H:20]([CH2:21][CH2:22][CH3:23])[C:19](=[O:24])[CH:18]=[C:6]1[C:7]1[CH:8]=[CH:9][C:10]([OH:14])=[CH:11][C:12]=1[CH2:13]2)[CH2:2][CH2:3][CH3:4], predict the reactants needed to synthesize it. The reactants are: [CH2:1]([C@@:5]12[C@H:20]([CH2:21][CH2:22][CH3:23])[C:19](=[O:24])[CH:18]=[C:6]1[C:7]1[CH:8]=[CH:9][C:10]([O:14]COC)=[CH:11][C:12]=1[CH2:13]2)[CH2:2][CH2:3][CH3:4].Cl. (6) The reactants are: [C:1](Cl)(=[O:3])[CH3:2].[F:5][C:6]1[C:7]([C:24]2[CH:29]=[CH:28][C:27]([F:30])=[CH:26][C:25]=2[O:31][CH3:32])=[CH:8][C:9]([NH:12][C:13]2[CH:18]=[C:17]([CH2:19][S:20]([CH3:23])(=[NH:22])=[O:21])[CH:16]=[CH:15][N:14]=2)=[N:10][CH:11]=1.C(N(CC)CC)C. Given the product [F:5][C:6]1[C:7]([C:24]2[CH:29]=[CH:28][C:27]([F:30])=[CH:26][C:25]=2[O:31][CH3:32])=[CH:8][C:9]([NH:12][C:13]2[CH:18]=[C:17]([CH2:19][S:20]([CH3:23])(=[O:21])=[N:22][C:1](=[O:3])[CH3:2])[CH:16]=[CH:15][N:14]=2)=[N:10][CH:11]=1, predict the reactants needed to synthesize it. (7) Given the product [CH3:1][N:2]1[C:6]([C:7]2[S:11][CH:10]=[C:9]([C:12]([N:25]3[CH:34]4[CH:29]([CH2:30][CH2:31][CH2:32][CH2:33]4)[CH2:28][CH2:27][CH2:26]3)=[O:14])[CH:8]=2)=[CH:5][CH:4]=[N:3]1, predict the reactants needed to synthesize it. The reactants are: [CH3:1][N:2]1[C:6]([C:7]2[S:11][CH:10]=[C:9]([C:12]([OH:14])=O)[CH:8]=2)=[CH:5][CH:4]=[N:3]1.CCN(C(C)C)C(C)C.Cl.[NH:25]1[C@@H:34]2[C@@H:29]([CH2:30][CH2:31][CH2:32][CH2:33]2)[CH2:28][CH2:27][CH2:26]1.CN(C(ON1N=NC2C=CC=NC1=2)=[N+](C)C)C.F[P-](F)(F)(F)(F)F.